Dataset: Reaction yield outcomes from USPTO patents with 853,638 reactions. Task: Predict the reaction yield, written as a fraction of the theoretical maximum amount of product (1.0 means a 100% yield; for example, 0.34 means a 34% yield). (1) The reactants are C([O:8][C:9]1[CH:14]=[CH:13][C:12]([C:15]([OH:26])([C:20]2[CH:25]=[CH:24][CH:23]=[CH:22][CH:21]=2)[C:16]([O:18][CH3:19])=[O:17])=[CH:11][CH:10]=1)C1C=CC=CC=1.[H][H]. The catalyst is C(O)C.CCOC(C)=O.[Pd]. The product is [OH:26][C:15]([C:12]1[CH:13]=[CH:14][C:9]([OH:8])=[CH:10][CH:11]=1)([C:20]1[CH:25]=[CH:24][CH:23]=[CH:22][CH:21]=1)[C:16]([O:18][CH3:19])=[O:17]. The yield is 0.796. (2) The reactants are [C:1]([C:5]1[O:6][C:7]2[C:13]([C:14]([O:16]C)=[O:15])=[CH:12][CH:11]=[CH:10][C:8]=2[N:9]=1)([CH3:4])([CH3:3])[CH3:2].O.[OH-].[Li+].Cl. The catalyst is O1CCCC1.O. The product is [C:1]([C:5]1[O:6][C:7]2[C:13]([C:14]([OH:16])=[O:15])=[CH:12][CH:11]=[CH:10][C:8]=2[N:9]=1)([CH3:4])([CH3:2])[CH3:3]. The yield is 0.860. (3) The reactants are [Br:1][C:2]1[CH:7]=[CH:6][C:5]([CH2:8][C:9]([O:11][CH2:12][CH3:13])=[O:10])=[CH:4][CH:3]=1.[Li+].[CH3:15][CH:16]([N-]C(C)C)C.C(I)C. The catalyst is C1COCC1. The product is [Br:1][C:2]1[CH:3]=[CH:4][C:5]([CH:8]([CH2:15][CH3:16])[C:9]([O:11][CH2:12][CH3:13])=[O:10])=[CH:6][CH:7]=1. The yield is 0.210. (4) The reactants are Cl.[CH:2]1([C@@H:5]([NH2:10])[C:6]([F:9])([F:8])[F:7])[CH2:4][CH2:3]1.Br[CH2:12][C:13]1[CH:18]=[CH:17][CH:16]=[CH:15][CH:14]=1.C([O-])([O-])=O.[K+].[K+]. The catalyst is CC#N. The product is [CH2:12]([NH:10][C@H:5]([CH:2]1[CH2:4][CH2:3]1)[C:6]([F:9])([F:8])[F:7])[C:13]1[CH:18]=[CH:17][CH:16]=[CH:15][CH:14]=1. The yield is 0.500. (5) The reactants are Cl.[Cl:2][C:3]1[CH:4]=[C:5]([CH:18]=[CH:19][C:20]=1[F:21])[NH:6][C:7]1[C:16]2[C:11](=[CH:12][CH:13]=[CH:14][C:15]=2F)[N:10]=[CH:9][N:8]=1.[OH:22][CH:23]1[CH2:27][CH2:26][N:25]([CH3:28])[CH2:24]1. No catalyst specified. The product is [Cl:2][C:3]1[CH:4]=[C:5]([CH:18]=[CH:19][C:20]=1[F:21])[NH:6][C:7]1[C:16]2[C:11](=[CH:12][CH:13]=[CH:14][C:15]=2[O:22][CH:23]2[CH2:27][CH2:26][N:25]([CH3:28])[CH2:24]2)[N:10]=[CH:9][N:8]=1. The yield is 0.340. (6) The reactants are [C:1]([C:5]1[CH:10]=[C:9]([C:11]([F:14])([F:13])[F:12])[C:8]([N+:15]([O-])=O)=[CH:7][C:6]=1[O:18][CH3:19])([CH3:4])([CH3:3])[CH3:2].C([O-])=O.[NH4+]. The catalyst is CCO.[Pd]. The product is [C:1]([C:5]1[CH:10]=[C:9]([C:11]([F:14])([F:12])[F:13])[C:8]([NH2:15])=[CH:7][C:6]=1[O:18][CH3:19])([CH3:4])([CH3:2])[CH3:3]. The yield is 0.950.